From a dataset of Peptide-MHC class I binding affinity with 185,985 pairs from IEDB/IMGT. Regression. Given a peptide amino acid sequence and an MHC pseudo amino acid sequence, predict their binding affinity value. This is MHC class I binding data. The peptide sequence is SVFPFDGTR. The MHC is HLA-A30:01 with pseudo-sequence HLA-A30:01. The binding affinity (normalized) is 0.820.